The task is: Predict which catalyst facilitates the given reaction.. This data is from Catalyst prediction with 721,799 reactions and 888 catalyst types from USPTO. (1) Reactant: [NH2:1][C:2]1[S:6][CH:5]=[C:4]([C:7]([O:9][CH3:10])=[O:8])[C:3]=1[CH3:11].[CH3:12][C:13](O)=O.[CH3:16][N:17]([CH3:25])[CH:18]1[CH2:23][CH2:22][C:21](=O)[CH2:20][CH2:19]1.[BH-](OC(C)=O)(OC(C)=O)OC(C)=O.[Na+].C(=O)C.CC1C=C(C)NC(=O)C=1CNC(C1C(C)=C(N([C@H]2CC[C@@H](N(C)C)CC2)CC)SC=1)=O.CC1C=C(C)NC(=O)C=1CNC(C1C(C)=C(N([C@H]2CC[C@H](N(C)C)CC2)CC)SC=1)=O. Product: [CH3:16][N:17]([CH3:25])[CH:18]1[CH2:23][CH2:22][CH:21]([N:1]([CH2:12][CH3:13])[C:2]2[S:6][CH:5]=[C:4]([C:7]([O:9][CH3:10])=[O:8])[C:3]=2[CH3:11])[CH2:20][CH2:19]1. The catalyst class is: 26. (2) Reactant: [CH2:1]([O:8][C:9](=[O:24])[CH:10]([NH:15][C:16](=[O:23])[C:17]1[CH:22]=[CH:21][CH:20]=[CH:19][CH:18]=1)[C:11](=O)[CH2:12][CH3:13])[C:2]1[CH:7]=[CH:6][CH:5]=[CH:4][CH:3]=1.C1(P(C2C=CC=CC=2)C2C=CC=CC=2)C=CC=CC=1.II.C(N(CC)CC)C. Product: [CH2:1]([O:8][C:9]([C:10]1[N:15]=[C:16]([C:17]2[CH:22]=[CH:21][CH:20]=[CH:19][CH:18]=2)[O:23][C:11]=1[CH2:12][CH3:13])=[O:24])[C:2]1[CH:7]=[CH:6][CH:5]=[CH:4][CH:3]=1. The catalyst class is: 7. (3) Reactant: C([O:5][C:6]([C:8]1[CH:9]=[C:10]2[C:14](=[CH:15][CH:16]=1)[N:13]([CH2:17][C:18](=[O:35])[CH2:19][O:20][C:21]1[CH:26]=[CH:25][C:24]([CH2:27][CH2:28][CH2:29][CH2:30][CH2:31][CH2:32][CH2:33][CH3:34])=[CH:23][CH:22]=1)[CH:12]=[C:11]2[C:36]1[O:40][N:39]=[C:38]([CH3:41])[N:37]=1)=[O:7])(C)(C)C.FC(F)(F)C(O)=O. Product: [CH3:41][C:38]1[N:37]=[C:36]([C:11]2[C:10]3[C:14](=[CH:15][CH:16]=[C:8]([C:6]([OH:7])=[O:5])[CH:9]=3)[N:13]([CH2:17][C:18](=[O:35])[CH2:19][O:20][C:21]3[CH:22]=[CH:23][C:24]([CH2:27][CH2:28][CH2:29][CH2:30][CH2:31][CH2:32][CH2:33][CH3:34])=[CH:25][CH:26]=3)[CH:12]=2)[O:40][N:39]=1. The catalyst class is: 2. (4) Reactant: [CH3:1][C:2]1([CH3:22])[CH2:10][CH2:9][C:8]2[N:7](COCC[Si](C)(C)C)[N:6]=[C:5]([C:19]([OH:21])=[O:20])[C:4]=2[CH2:3]1.Cl.O1CCOCC1. Product: [CH3:1][C:2]1([CH3:22])[CH2:10][CH2:9][C:8]2[NH:7][N:6]=[C:5]([C:19]([OH:21])=[O:20])[C:4]=2[CH2:3]1. The catalyst class is: 8. (5) Reactant: C[O:2][C:3]([C@H:5]1[CH2:10][CH2:9][CH2:8][CH2:7][N:6]1[C:11]([O:13][C:14]([CH3:17])([CH3:16])[CH3:15])=[O:12])=O.CC(C[AlH]CC(C)C)C.CO.C(O)(=O)CC(CC(O)=O)(C(O)=O)O. Product: [C:14]([O:13][C:11]([N:6]1[CH2:7][CH2:8][CH2:9][CH2:10][C@@H:5]1[CH:3]=[O:2])=[O:12])([CH3:17])([CH3:16])[CH3:15]. The catalyst class is: 11. (6) Reactant: [Cl:1][C:2]1[CH:7]=[CH:6][C:5]([N:8]=[C:9]=[O:10])=[CH:4][C:3]=1[N+:11]([O-:13])=[O:12].[NH2:14][C:15]1[CH:20]=[CH:19][CH:18]=[CH:17][CH:16]=1. The catalyst class is: 13. Product: [Cl:1][C:2]1[CH:7]=[CH:6][C:5]([NH:8][C:9]([NH:14][C:15]2[CH:20]=[CH:19][CH:18]=[CH:17][CH:16]=2)=[O:10])=[CH:4][C:3]=1[N+:11]([O-:13])=[O:12]. (7) Reactant: [OH-].[Na+].O.[CH3:4][O:5][C:6]1[CH:14]=[C:13]2[C:9]([C:10]([CH:15]([CH3:20])[C:16]([O:18]C)=[O:17])=[CH:11][CH2:12]2)=[CH:8][CH:7]=1.C1COCC1. Product: [CH3:4][O:5][C:6]1[CH:14]=[C:13]2[C:9]([C:10]([CH:15]([CH3:20])[C:16]([OH:18])=[O:17])=[CH:11][CH2:12]2)=[CH:8][CH:7]=1. The catalyst class is: 5.